From a dataset of Catalyst prediction with 721,799 reactions and 888 catalyst types from USPTO. Predict which catalyst facilitates the given reaction. (1) Reactant: [H-].[Na+].[CH2:3]([OH:7])[C:4]#[C:5][CH3:6].Cl[C:9]1[CH:14]=[C:13]([CH2:15][C:16]2[C:21]([F:22])=[C:20]([CH3:23])[CH:19]=[CH:18][C:17]=2[Cl:24])[N:12]=[CH:11][N:10]=1.[Cl-].[NH4+]. Product: [CH2:3]([O:7][C:9]1[CH:14]=[C:13]([CH2:15][C:16]2[C:21]([F:22])=[C:20]([CH3:23])[CH:19]=[CH:18][C:17]=2[Cl:24])[N:12]=[CH:11][N:10]=1)[C:4]#[C:5][CH3:6]. The catalyst class is: 7. (2) Reactant: [CH3:1][C@H:2]1[O:7][C@@H:6]([CH3:8])[CH2:5][N:4]([C:9]2[CH:14]=[CH:13][C:12]([N+:15]([O-])=O)=[CH:11][CH:10]=2)[CH2:3]1. Product: [CH3:8][C@H:6]1[O:7][C@@H:2]([CH3:1])[CH2:3][N:4]([C:9]2[CH:14]=[CH:13][C:12]([NH2:15])=[CH:11][CH:10]=2)[CH2:5]1. The catalyst class is: 63.